Dataset: Full USPTO retrosynthesis dataset with 1.9M reactions from patents (1976-2016). Task: Predict the reactants needed to synthesize the given product. (1) Given the product [CH3:8][C:9]1[CH:14]=[CH:13][CH:12]=[CH:11][C:10]=1/[C:15](=[CH:6]/[C:2]1[NH:1][CH:5]=[CH:4][CH:3]=1)/[C:16]#[N:17], predict the reactants needed to synthesize it. The reactants are: [NH:1]1[CH:5]=[CH:4][CH:3]=[C:2]1[CH:6]=O.[CH3:8][C:9]1[CH:14]=[CH:13][CH:12]=[CH:11][C:10]=1[CH2:15][C:16]#[N:17]. (2) Given the product [F:39][C:34]1[CH:35]=[CH:36][CH:37]=[CH:38][C:33]=1[C:32]1[S:31][C:30]([CH3:40])=[N:29][C:28]=1[C:26]([N:21]1[CH2:22][CH:23]2[CH:19]([CH2:25][N:24]2[C:42]2[N:47]=[C:46]([C:48]3[CH:53]=[CH:52][CH:51]=[CH:50][CH:49]=3)[CH:45]=[CH:44][N:43]=2)[CH2:20]1)=[O:27], predict the reactants needed to synthesize it. The reactants are: C12N(C3C=NC4C(=CC=CC=4)N=3)CC1CCNC2.[CH:19]12[CH2:25][NH:24][CH:23]1[CH2:22][N:21]([C:26]([C:28]1[N:29]=[C:30]([CH3:40])[S:31][C:32]=1[C:33]1[CH:38]=[CH:37][CH:36]=[CH:35][C:34]=1[F:39])=[O:27])[CH2:20]2.Cl[C:42]1[N:47]=[C:46]([C:48]2[CH:53]=[CH:52][CH:51]=[CH:50][CH:49]=2)[CH:45]=[CH:44][N:43]=1. (3) Given the product [NH2:1][C:2]1[N:3]=[C:4]([CH3:22])[C:5]2=[C:6]([CH2:8][C@H:9]([C:14]3[CH:19]=[CH:18][C:17]([F:20])=[CH:16][C:15]=3[Br:21])[NH:10]/[C:11]/2=[N:12]\[OH:13])[N:7]=1.[NH2:1][C:2]1[N:3]=[C:4]([CH3:22])[C:5]2=[C:6]([CH2:8][C@H:9]([C:14]3[CH:19]=[CH:18][C:17]([F:20])=[CH:16][C:15]=3[C:29]3[CH:28]=[CH:27][CH:26]=[C:25]([O:24][CH3:23])[N:30]=3)[NH:10]/[C:11]/2=[N:12]\[OH:13])[N:7]=1, predict the reactants needed to synthesize it. The reactants are: [NH2:1][C:2]1[N:3]=[C:4]([CH3:22])[C:5]2=[C:6]([CH2:8][C@H:9]([C:14]3[CH:19]=[CH:18][C:17]([F:20])=[CH:16][C:15]=3[Br:21])[NH:10]/[C:11]/2=[N:12]\[OH:13])[N:7]=1.[CH3:23][O:24][C:25]1[N:30]=[C:29](B2OCCN(C3C=CC=CC=3)CCO2)[CH:28]=[CH:27][CH:26]=1.C([O-])([O-])=O.[Na+].[Na+]. (4) Given the product [CH2:1]([O:8][C:9]1[CH:13]=[C:12]([CH:14]=[O:15])[N:11]([C:16]2[CH:21]=[CH:20][CH:19]=[CH:18][CH:17]=2)[N:10]=1)[C:2]1[CH:3]=[CH:4][CH:5]=[CH:6][CH:7]=1, predict the reactants needed to synthesize it. The reactants are: [CH2:1]([O:8][C:9]1[CH:13]=[C:12]([CH2:14][OH:15])[N:11]([C:16]2[CH:21]=[CH:20][CH:19]=[CH:18][CH:17]=2)[N:10]=1)[C:2]1[CH:7]=[CH:6][CH:5]=[CH:4][CH:3]=1. (5) Given the product [CH:1]1([C:4]2[C:13]([C:14]3[NH:23][C:17]4[CH2:18][N:19]([CH3:22])[CH2:20][CH2:21][C:16]=4[N:15]=3)=[CH:12][C:7]([C:8]([O:10][CH3:11])=[O:9])=[C:6]([CH3:24])[CH:5]=2)[CH2:3][CH2:25][CH2:2]1, predict the reactants needed to synthesize it. The reactants are: [CH:1]1([C:4]2[C:13]([C:14]3[NH:23][C:17]4[CH2:18][N:19]([CH3:22])[CH2:20][CH2:21][C:16]=4[N:15]=3)=[CH:12][C:7]([C:8]([O:10][CH3:11])=[O:9])=[C:6]([CH3:24])[CH:5]=2)[CH2:3][CH2:2]1.[CH:25]1(C2C(C=O)=CC(C(OC)=O)=C(C)C=2)CCC1.C1(C2C(C=O)=CC(C(OC)=O)=C(C)C=2)CC1. (6) Given the product [CH3:20][O:21][C:22]([C:24]1[CH:29]=[C:28]([CH3:30])[C:27](=[O:31])[N:26]([CH3:32])[C:25]=1[NH:4][C:3]1[CH:5]=[CH:6][C:7]([I:9])=[CH:8][C:2]=1[F:1])=[O:23], predict the reactants needed to synthesize it. The reactants are: [F:1][C:2]1[CH:8]=[C:7]([I:9])[CH:6]=[CH:5][C:3]=1[NH2:4].C[Si]([N-][Si](C)(C)C)(C)C.[Li+].[CH3:20][O:21][C:22]([C:24]1[CH:29]=[C:28]([CH3:30])[C:27](=[O:31])[N:26]([CH3:32])[C:25]=1Cl)=[O:23].O.Cl.[Cl-].[Na+]. (7) Given the product [F:19][C:20]1[CH:25]=[CH:24][C:23]([N:26]=[C:1]=[O:2])=[C:22]([CH3:27])[CH:21]=1, predict the reactants needed to synthesize it. The reactants are: [C:1](Cl)(Cl)=[O:2].C1(C)C=CC=CC=1.C(N(CC)CC)C.[F:19][C:20]1[CH:25]=[CH:24][C:23]([NH2:26])=[C:22]([CH3:27])[CH:21]=1.